Dataset: Full USPTO retrosynthesis dataset with 1.9M reactions from patents (1976-2016). Task: Predict the reactants needed to synthesize the given product. (1) Given the product [Cl:14][C:6]1[CH2:7][CH2:8][C:3]2([CH2:1][CH2:2]2)[C:4](=[O:10])[CH:5]=1, predict the reactants needed to synthesize it. The reactants are: [CH2:1]1[C:3]2([CH2:8][CH2:7][C:6](=O)[CH2:5][C:4]2=[O:10])[CH2:2]1.C(Cl)(=O)C([Cl:14])=O. (2) Given the product [CH2:1]([O:3][C:4]([C:6]1[S:10][C:9]([C:11]2[CH:16]=[CH:15][C:14]([O:17][CH2:29][CH:30]([CH3:32])[CH3:31])=[C:13]([CH:18]=[O:19])[CH:12]=2)=[N:8][C:7]=1[CH3:20])=[O:5])[CH3:2], predict the reactants needed to synthesize it. The reactants are: [CH2:1]([O:3][C:4]([C:6]1[S:10][C:9]([C:11]2[CH:16]=[CH:15][C:14]([OH:17])=[C:13]([CH:18]=[O:19])[CH:12]=2)=[N:8][C:7]=1[CH3:20])=[O:5])[CH3:2].C(=O)([O-])[O-].[K+].[K+].[I-].[K+].[CH2:29](Br)[CH:30]([CH3:32])[CH3:31]. (3) Given the product [Br:1][C:2]1[CH:7]=[CH:6][C:5]([S:8]([NH:13][CH:14]2[CH2:15][CH2:16][N:17]([C:20]([O:22][C:23]([CH3:26])([CH3:25])[CH3:24])=[O:21])[CH2:18][CH2:19]2)(=[O:10])=[O:9])=[CH:4][C:3]=1[CH3:12], predict the reactants needed to synthesize it. The reactants are: [Br:1][C:2]1[CH:7]=[CH:6][C:5]([S:8](Cl)(=[O:10])=[O:9])=[CH:4][C:3]=1[CH3:12].[NH2:13][CH:14]1[CH2:19][CH2:18][N:17]([C:20]([O:22][C:23]([CH3:26])([CH3:25])[CH3:24])=[O:21])[CH2:16][CH2:15]1.C(N(CC)C(C)C)(C)C. (4) Given the product [CH3:1][O:2][CH2:3][C:4]1[CH:9]=[CH:8][CH:7]=[CH:6][C:5]=1[NH2:10], predict the reactants needed to synthesize it. The reactants are: [CH3:1][O:2][CH2:3][C:4]1[CH:9]=[CH:8][CH:7]=[CH:6][C:5]=1[N+:10]([O-])=O.[H][H].C.